Dataset: Catalyst prediction with 721,799 reactions and 888 catalyst types from USPTO. Task: Predict which catalyst facilitates the given reaction. (1) Reactant: [O:1]=[C:2]1[CH:7]=[CH:6][N:5]([C:8]([O:10][CH2:11][C:12]2[CH:17]=[CH:16][CH:15]=[CH:14][CH:13]=2)=[O:9])[CH:4]([C:18]2[CH:23]=[CH:22][CH:21]=[CH:20][CH:19]=2)[CH2:3]1.CCC(C)[BH-](C(C)CC)C(C)CC.[Li+].C1C(Cl)=CN=C(N([S:46]([C:49]([F:52])([F:51])[F:50])(=[O:48])=[O:47])[S:46]([C:49]([F:52])([F:51])[F:50])(=[O:48])=[O:47])C=1.C1C[O:63][CH2:62]C1. Product: [CH3:62][O:63][C:20]1[CH:19]=[C:18]([CH:4]2[N:5]([C:8]([O:10][CH2:11][C:12]3[CH:13]=[CH:14][CH:15]=[CH:16][CH:17]=3)=[O:9])[CH2:6][CH2:7][C:2]([O:1][S:46]([C:49]([F:52])([F:51])[F:50])(=[O:48])=[O:47])=[CH:3]2)[CH:23]=[CH:22][CH:21]=1. The catalyst class is: 28. (2) Reactant: [NH2:1][C:2]1[CH:3]=[N:4][C:5]([NH:8][C:9]2[N:14]=[C:13]([CH3:15])[N:12]=[C:11]([N:16]3[CH2:21][CH2:20][N:19]([CH2:22][CH2:23][OH:24])[CH2:18][CH2:17]3)[CH:10]=2)=[N:6][CH:7]=1.[Cl:25][C:26]1[CH:34]=[CH:33][CH:32]=[C:31]([Cl:35])[C:27]=1[C:28](Cl)=[O:29].C(=O)([O-])[O-].[Cs+].[Cs+].O. Product: [Cl:25][C:26]1[CH:34]=[CH:33][CH:32]=[C:31]([Cl:35])[C:27]=1[C:28]([NH:1][C:2]1[CH:7]=[N:6][C:5]([NH:8][C:9]2[CH:10]=[C:11]([N:16]3[CH2:21][CH2:20][N:19]([CH2:22][CH2:23][OH:24])[CH2:18][CH2:17]3)[N:12]=[C:13]([CH3:15])[N:14]=2)=[N:4][CH:3]=1)=[O:29]. The catalyst class is: 887. (3) Reactant: C(N(S(F)(F)[F:7])CC)C.[Cl:10][C:11]1[CH:12]=[N:13][C:14]2[C:19]([C:20]=1[CH:21](O)[CH2:22][CH2:23][C:24]1([C:41]([O:43][CH3:44])=[O:42])[CH2:29][CH2:28][N:27]([CH2:30][CH2:31][S:32][C:33]3[CH:38]=[C:37]([F:39])[CH:36]=[CH:35][C:34]=3[F:40])[CH2:26][CH2:25]1)=[CH:18][C:17]([O:46][CH3:47])=[CH:16][CH:15]=2.C(=O)([O-])O.[Na+]. Product: [Cl:10][C:11]1[CH:12]=[N:13][C:14]2[C:19]([C:20]=1[CH:21]([F:7])[CH2:22][CH2:23][C:24]1([C:41]([O:43][CH3:44])=[O:42])[CH2:25][CH2:26][N:27]([CH2:30][CH2:31][S:32][C:33]3[CH:38]=[C:37]([F:39])[CH:36]=[CH:35][C:34]=3[F:40])[CH2:28][CH2:29]1)=[CH:18][C:17]([O:46][CH3:47])=[CH:16][CH:15]=2. The catalyst class is: 4.